The task is: Predict the reactants needed to synthesize the given product.. This data is from Retrosynthesis with 50K atom-mapped reactions and 10 reaction types from USPTO. Given the product CCC(CNc1cc(-c2ccc(C)cc2)c(S(=O)(=O)NCc2ccc(F)c(Cl)c2)cc1C(=O)O)c1ccccc1, predict the reactants needed to synthesize it. The reactants are: CCC(CNc1cc(Br)c(S(=O)(=O)NCc2ccc(F)c(Cl)c2)cc1C(=O)O)c1ccccc1.Cc1ccc(B(O)O)cc1.